Task: Regression/Classification. Given a drug SMILES string, predict its absorption, distribution, metabolism, or excretion properties. Task type varies by dataset: regression for continuous measurements (e.g., permeability, clearance, half-life) or binary classification for categorical outcomes (e.g., BBB penetration, CYP inhibition). Dataset: cyp3a4_veith.. Dataset: CYP3A4 inhibition data for predicting drug metabolism from PubChem BioAssay (1) The result is 0 (non-inhibitor). The drug is COc1cc(NCC[C@@H]2CCCCN2)c2ncccc2c1. (2) The molecule is CCn1c(SCc2ccc([N+](=O)[O-])cc2)nnc1C(C)NC(=O)c1ccccc1Br. The result is 1 (inhibitor). (3) The molecule is CCOC(=O)NNc1nncc2ccccc12. The result is 0 (non-inhibitor). (4) The drug is C=C(C)C(=O)N1CC2(CC(c3cccc(NC(=O)c4ccccc4)c3)=NO2)C[C@@H]1C(N)=O. The result is 0 (non-inhibitor). (5) The drug is NC1=N[C@H](c2ccc(Cl)cc2)N(c2ccc(S(N)(=O)=O)cc2)C(N)=N1. The result is 0 (non-inhibitor). (6) The drug is CC(=O)Nc1ccc(-c2cc(-c3ccc(NC(C)=O)cc3)nc(-c3ccccc3)n2)cc1. The result is 0 (non-inhibitor). (7) The molecule is COc1ccc(S(=O)(=O)N2CCCN(CC(=O)Nc3ccc4c(c3)OCO4)CC2)cc1. The result is 1 (inhibitor). (8) The compound is COC(=O)c1[nH]c2cc(OC)ccc2c1NC(=O)c1ccc2c(c1)OCO2. The result is 1 (inhibitor). (9) The compound is O=c1c(-c2nnc(SCc3ccc(Cl)c(Cl)c3)o2)cccn1Cc1ccccc1. The result is 1 (inhibitor). (10) The molecule is O=C(O)C1CC2(C1)CC(C(=O)O)C2. The result is 0 (non-inhibitor).